Task: Predict which catalyst facilitates the given reaction.. Dataset: Catalyst prediction with 721,799 reactions and 888 catalyst types from USPTO (1) Reactant: C(N(CC)CC)C.[F:8][C:9]1[C:14]([F:15])=[CH:13][CH:12]=[CH:11][C:10]=1[C@H:16]1[CH2:22][N:21]2[C:23]([CH2:26][C:27]([F:30])([F:29])[F:28])=[N:24][N:25]=[C:20]2[C@H:19]([NH2:31])[CH2:18][CH2:17]1.[C:32](N1C=CN=C1)(N1C=CN=C1)=[O:33].[NH:44]1[CH2:49][CH2:48][CH:47]([N:50]2[CH2:54][C:53](=[O:55])[NH:52][C:51]2=[O:56])[CH2:46][CH2:45]1. Product: [F:8][C:9]1[C:14]([F:15])=[CH:13][CH:12]=[CH:11][C:10]=1[C@H:16]1[CH2:22][N:21]2[C:23]([CH2:26][C:27]([F:30])([F:28])[F:29])=[N:24][N:25]=[C:20]2[C@H:19]([NH:31][C:32]([N:44]2[CH2:45][CH2:46][CH:47]([N:50]3[CH2:54][C:53](=[O:55])[NH:52][C:51]3=[O:56])[CH2:48][CH2:49]2)=[O:33])[CH2:18][CH2:17]1. The catalyst class is: 217. (2) Reactant: O[C:2]1[C:11]([NH:12][C:13](=[O:26])[C:14]2[CH:19]=[CH:18][C:17]([C:20]3[CH:25]=[CH:24][CH:23]=[CH:22][N:21]=3)=[CH:16][CH:15]=2)=[CH:10][CH:9]=[CH:8][C:3]=1[C:4]([O:6][CH3:7])=[O:5].O.CC1C=CC(S(O)(=O)=O)=CC=1. Product: [N:21]1[CH:22]=[CH:23][CH:24]=[CH:25][C:20]=1[C:17]1[CH:18]=[CH:19][C:14]([C:13]2[O:26][C:2]3[C:3]([C:4]([O:6][CH3:7])=[O:5])=[CH:8][CH:9]=[CH:10][C:11]=3[N:12]=2)=[CH:15][CH:16]=1. The catalyst class is: 11.